This data is from Catalyst prediction with 721,799 reactions and 888 catalyst types from USPTO. The task is: Predict which catalyst facilitates the given reaction. (1) Reactant: [CH2:1]([NH:5][CH2:6][C:7]1[S:8][C:9]([C:12]2[CH:17]=[CH:16][CH:15]=[C:14]([S:18]([CH3:21])(=[O:20])=[O:19])[CH:13]=2)=[CH:10][CH:11]=1)[CH:2]([CH3:4])[CH3:3].[CH2:22]([S:24](Cl)(=[O:26])=[O:25])[CH3:23].C(N(CC)C(C)C)(C)C. Product: [CH2:1]([N:5]([CH2:6][C:7]1[S:8][C:9]([C:12]2[CH:17]=[CH:16][CH:15]=[C:14]([S:18]([CH3:21])(=[O:20])=[O:19])[CH:13]=2)=[CH:10][CH:11]=1)[S:24]([CH2:22][CH3:23])(=[O:26])=[O:25])[CH:2]([CH3:4])[CH3:3]. The catalyst class is: 4. (2) Reactant: [CH2:1]([N:3]([CH2:52][CH3:53])[CH2:4][CH2:5][O:6][C:7]1[C:12]([C:13]2[CH:14]=[N:15][C:16]([NH:28][C:29]([NH:31][CH2:32][CH3:33])=[O:30])=[CH:17][C:18]=2[C:19]2[S:20][CH:21]=[C:22]([C:24]([F:27])([F:26])[F:25])[N:23]=2)=[CH:11][C:10]([C:34]([NH:36][NH:37][C:38](=[O:51])[C@@H:39]([NH:43][C:44](=[O:50])[O:45][C:46]([CH3:49])([CH3:48])[CH3:47])[CH:40]([CH3:42])[CH3:41])=O)=[CH:9][N:8]=1)[CH3:2].C1(P(C2C=CC=CC=2)C2C=CC=CC=2)C=CC=CC=1.C(Cl)(Cl)(Cl)Cl. Product: [CH2:1]([N:3]([CH2:52][CH3:53])[CH2:4][CH2:5][O:6][C:7]1[C:12]([C:13]2[CH:14]=[N:15][C:16]([NH:28][C:29]([NH:31][CH2:32][CH3:33])=[O:30])=[CH:17][C:18]=2[C:19]2[S:20][CH:21]=[C:22]([C:24]([F:25])([F:27])[F:26])[N:23]=2)=[CH:11][C:10]([C:34]2[O:51][C:38]([C@@H:39]([NH:43][C:44](=[O:50])[O:45][C:46]([CH3:47])([CH3:48])[CH3:49])[CH:40]([CH3:42])[CH3:41])=[N:37][N:36]=2)=[CH:9][N:8]=1)[CH3:2]. The catalyst class is: 7. (3) Reactant: [Cl:1][C:2]1[CH:7]=[CH:6][C:5]([CH:8]2[CH2:13][C:12](=[O:14])[NH:11][C:10]([CH3:15])=[C:9]2[C:16]([OH:18])=O)=[CH:4][CH:3]=1.[NH2:19][C:20]1[CH:21]=[C:22]2[C:26](=[CH:27][C:28]=1[F:29])[NH:25][N:24]=[CH:23]2.C(Cl)CCl.CCN(CC)CC. Product: [Cl:1][C:2]1[CH:3]=[CH:4][C:5]([CH:8]2[CH2:13][C:12](=[O:14])[NH:11][C:10]([CH3:15])=[C:9]2[C:16]([NH:19][C:20]2[CH:21]=[C:22]3[C:26](=[CH:27][C:28]=2[F:29])[NH:25][N:24]=[CH:23]3)=[O:18])=[CH:6][CH:7]=1. The catalyst class is: 861. (4) Reactant: [Br:1][C:2]1[CH:7]=[CH:6][C:5]([OH:8])=[CH:4][CH:3]=1.[Cl:9][C:10]1[CH:11]=[C:12]([CH:15]=[CH:16][C:17]=1[Cl:18])[CH2:13]O.C1(P(C2C=CC=CC=2)C2C=CC=CC=2)C=CC=CC=1.C1(C)C=CC=CC=1.N(C(OCC)=O)=NC(OCC)=O. Product: [Br:1][C:2]1[CH:7]=[CH:6][C:5]([O:8][CH2:13][C:12]2[CH:15]=[CH:16][C:17]([Cl:18])=[C:10]([Cl:9])[CH:11]=2)=[CH:4][CH:3]=1. The catalyst class is: 7.